From a dataset of Reaction yield outcomes from USPTO patents with 853,638 reactions. Predict the reaction yield, written as a fraction of the theoretical maximum amount of product (1.0 means a 100% yield; for example, 0.34 means a 34% yield). The reactants are [F:1][C:2]1[CH:7]=[CH:6][C:5]([N+:8]([O-:10])=[O:9])=[CH:4][C:3]=1[C@:11]([NH:16][S@@:17]([C:19]([CH3:22])([CH3:21])[CH3:20])=[O:18])([CH3:15])[CH2:12][CH2:13][OH:14].CC(OI1(OC(C)=O)(OC(C)=O)OC(=O)C2C=CC=CC1=2)=O.C([O-])(O)=O.[Na+].O.O.O.O.O.S([O-])([O-])(=O)=S.[Na+].[Na+]. The catalyst is C(Cl)Cl.C(OC(=O)C)C.C(N(CC)CC)C. The product is [F:1][C:2]1[CH:7]=[CH:6][C:5]([N+:8]([O-:10])=[O:9])=[CH:4][C:3]=1[C@:11]([NH:16][S@@:17]([C:19]([CH3:22])([CH3:21])[CH3:20])=[O:18])([CH3:15])[CH2:12][CH:13]=[O:14]. The yield is 0.880.